The task is: Predict the product of the given reaction.. This data is from Forward reaction prediction with 1.9M reactions from USPTO patents (1976-2016). (1) The product is: [Br:1][CH2:2][CH2:3][CH2:4][O:5][C:6]1[C:11]([C:12]2[CH:17]=[CH:16][CH:15]=[CH:14][CH:13]=2)=[CH:10][C:9]([NH:18][N:19]=[C:35]2[C:34]([C:28]3[CH:29]=[CH:30][C:31]([O:32][CH3:33])=[C:26]([O:25][CH3:24])[CH:27]=3)=[N:38][NH:37][C:36]2=[O:39])=[CH:8][CH:7]=1. Given the reactants [Br:1][CH2:2][CH2:3][CH2:4][O:5][C:6]1[C:11]([C:12]2[CH:17]=[CH:16][CH:15]=[CH:14][CH:13]=2)=[CH:10][C:9]([NH2:18])=[CH:8][CH:7]=1.[N:19]([O-])=O.[Na+].Cl.[CH3:24][O:25][C:26]1[CH:27]=[C:28]([C:34]2[CH2:35][C:36](=[O:39])[NH:37][N:38]=2)[CH:29]=[CH:30][C:31]=1[O:32][CH3:33].C([O-])(=O)C.[Na+], predict the reaction product. (2) Given the reactants Cl[CH:2]1[CH2:7][CH2:6][CH2:5][CH2:4][C:3]1=O.[NH2:9][C:10](=[S:16])[C:11]([O:13][CH2:14][CH3:15])=[O:12], predict the reaction product. The product is: [S:16]1[C:3]2[CH2:4][CH2:5][CH2:6][CH2:7][C:2]=2[N:9]=[C:10]1[C:11]([O:13][CH2:14][CH3:15])=[O:12]. (3) Given the reactants C(O[C:6]([N:8](C)[C@@H:9]([CH3:93])[C:10]([NH:12][C@@H:13]([C:89]([CH3:92])([CH3:91])[CH3:90])[C:14]([N:16]1[C@H:20]([C:21](=[O:33])[NH:22][C@H:23]2[C:32]3[C:27](=[CH:28][CH:29]=[CH:30][CH:31]=3)[CH2:26][CH2:25][CH2:24]2)[CH2:19][C@H:18]([O:34][CH2:35][C:36]2[CH:88]=[CH:87][C:39]([C:40]([O:42][C:43]3[CH:52]=[C:51]4[C:46]([CH2:47][C@@H:48]([C:74](=[O:86])[NH:75][C@H:76]5[C:85]6[C:80](=[CH:81][CH:82]=[CH:83][CH:84]=6)[CH2:79][CH2:78][CH2:77]5)[N:49]([C:53](=[O:73])[C@@H:54]([NH:59][C:60](=[O:72])[C@@H:61]([N:63](C(OC(C)(C)C)=O)[CH3:64])[CH3:62])[C:55]([CH3:58])([CH3:57])[CH3:56])[CH2:50]4)=[CH:45][CH:44]=3)=[O:41])=[CH:38][CH:37]=2)[CH2:17]1)=[O:15])=[O:11])=O)(C)(C)C.C(O)(C(F)(F)F)=O, predict the reaction product. The product is: [CH3:92][C:89]([CH3:90])([CH3:91])[C@H:13]([NH:12][C:10](=[O:11])[C@@H:9]([NH:8][CH3:6])[CH3:93])[C:14]([N:16]1[C@H:20]([C:21](=[O:33])[NH:22][C@H:23]2[C:32]3[C:27](=[CH:28][CH:29]=[CH:30][CH:31]=3)[CH2:26][CH2:25][CH2:24]2)[CH2:19][C@H:18]([O:34][CH2:35][C:36]2[CH:88]=[CH:87][C:39]([C:40]([O:42][C:43]3[CH:52]=[C:51]4[C:46]([CH2:47][C@@H:48]([C:74](=[O:86])[NH:75][C@H:76]5[C:85]6[C:80](=[CH:81][CH:82]=[CH:83][CH:84]=6)[CH2:79][CH2:78][CH2:77]5)[N:49]([C:53](=[O:73])[C@@H:54]([NH:59][C:60](=[O:72])[C@@H:61]([NH:63][CH3:64])[CH3:62])[C:55]([CH3:56])([CH3:57])[CH3:58])[CH2:50]4)=[CH:45][CH:44]=3)=[O:41])=[CH:38][CH:37]=2)[CH2:17]1)=[O:15]. (4) Given the reactants [C:1]([N:20]1[CH2:24][C@@H:23]2[C@H:25]([NH2:28])[CH2:26][CH2:27][C@@H:22]2[CH2:21]1)([C:14]1[CH:19]=[CH:18][CH:17]=[CH:16][CH:15]=1)([C:8]1[CH:13]=[CH:12][CH:11]=[CH:10][CH:9]=1)[C:2]1[CH:7]=[CH:6][CH:5]=[CH:4][CH:3]=1.C1([O:35][C:36](=O)[NH:37][C:38]2[CH:43]=[C:42]([C:44]3[N:48]([CH3:49])[N:47]=[N:46][N:45]=3)[CH:41]=[C:40]([CH2:50][CH3:51])[CH:39]=2)C=CC=CC=1.C(N(CC)CC)C.C(#N)C, predict the reaction product. The product is: [CH2:50]([C:40]1[CH:39]=[C:38]([NH:37][C:36]([NH:28][CH:25]2[CH:23]3[CH:22]([CH2:21][N:20]([C:1]([C:14]4[CH:19]=[CH:18][CH:17]=[CH:16][CH:15]=4)([C:2]4[CH:7]=[CH:6][CH:5]=[CH:4][CH:3]=4)[C:8]4[CH:13]=[CH:12][CH:11]=[CH:10][CH:9]=4)[CH2:24]3)[CH2:27][CH2:26]2)=[O:35])[CH:43]=[C:42]([C:44]2[N:48]([CH3:49])[N:47]=[N:46][N:45]=2)[CH:41]=1)[CH3:51]. (5) Given the reactants Cl.[CH3:2][O:3][C:4](=[O:13])[CH2:5][CH2:6][C:7]1[CH:12]=[CH:11][CH:10]=[CH:9][N:8]=1.Cl[CH2:15][C:16](=O)[CH3:17].C(=O)([O-])O.[Na+], predict the reaction product. The product is: [CH3:2][O:3][C:4](=[O:13])[CH2:5][C:6]1[C:16]([CH3:17])=[CH:15][N:8]2[C:7]=1[CH:12]=[CH:11][CH:10]=[CH:9]2. (6) Given the reactants [H-].[H-].[H-].[H-].[Li+].[Al+3].OCCOC1C=CC(C(CC)=C(C2C=CC(O)=CC=2)C2C=CC(O)=CC=2)=CC=1.[CH2:35]([C:37]([C:53]1[CH:58]=[CH:57][C:56]([O:59][CH2:60][CH2:61][CH2:62][C:63]([O:65]CC)=[O:64])=[C:55]([O:68][CH3:69])[CH:54]=1)=[C:38]([C:46]1[CH:51]=[CH:50][C:49]([OH:52])=[CH:48][CH:47]=1)[C:39]1[CH:44]=[CH:43][C:42]([OH:45])=[CH:41][CH:40]=1)[CH3:36], predict the reaction product. The product is: [CH2:35]([C:37]([C:53]1[CH:58]=[CH:57][C:56]([O:59][CH2:60][CH2:61][CH2:62][C:63]([OH:65])=[O:64])=[C:55]([O:68][CH3:69])[CH:54]=1)=[C:38]([C:46]1[CH:47]=[CH:48][C:49]([OH:52])=[CH:50][CH:51]=1)[C:39]1[CH:40]=[CH:41][C:42]([OH:45])=[CH:43][CH:44]=1)[CH3:36]. (7) The product is: [C:1]([C:5]1[CH:39]=[CH:38][C:8]([CH2:9][O:10][C:11]2[CH:16]=[CH:15][CH:14]=[CH:13][C:12]=2/[CH:17]=[CH:18]/[CH:19]([CH2:32][CH2:33][CH2:34][CH2:35][C:36]2[NH:46][N:45]=[N:44][N:37]=2)[CH2:20][CH2:21][C:22]2[CH:31]=[CH:30][C:25]([C:26]([O:28][CH3:29])=[O:27])=[CH:24][CH:23]=2)=[CH:7][CH:6]=1)([CH3:4])([CH3:2])[CH3:3]. Given the reactants [C:1]([C:5]1[CH:39]=[CH:38][C:8]([CH2:9][O:10][C:11]2[CH:16]=[CH:15][CH:14]=[CH:13][C:12]=2/[CH:17]=[CH:18]/[CH:19]([CH2:32][CH2:33][CH2:34][CH2:35][C:36]#[N:37])[CH2:20][CH2:21][C:22]2[CH:31]=[CH:30][C:25]([C:26]([O:28][CH3:29])=[O:27])=[CH:24][CH:23]=2)=[CH:7][CH:6]=1)([CH3:4])([CH3:3])[CH3:2].C[Si]([N:44]=[N+:45]=[N-:46])(C)C.C([Sn](=O)CCCC)CCC, predict the reaction product. (8) The product is: [O:21]=[C:18]1[CH:17]=[CH:16][C:15]2[CH2:14][CH2:13][C:12](=[O:22])[N:11]3[CH2:10][C@@H:9]([CH2:8][N:5]4[CH2:4][CH2:3][C:2]([NH:1][C:33](=[O:34])[C:32]([F:43])([F:42])[F:31])([CH3:23])[CH2:7][CH2:6]4)[N:19]1[C:20]=23. Given the reactants [NH2:1][C:2]1([CH3:23])[CH2:7][CH2:6][N:5]([CH2:8][C@H:9]2[N:19]3[C:20]4[N:11]([C:12](=[O:22])[CH2:13][CH2:14][C:15]=4[CH:16]=[CH:17][C:18]3=[O:21])[CH2:10]2)[CH2:4][CH2:3]1.C(N(CC)CC)C.[F:31][C:32]([F:43])([F:42])[C:33](O[C:33](=[O:34])[C:32]([F:43])([F:42])[F:31])=[O:34].C(=O)(O)[O-].[Na+], predict the reaction product. (9) The product is: [Cl:1][C:2]1[S:6][C:5]([NH:7][C:8](=[O:23])[N:9]([CH:10]2[CH2:15][CH2:14][N:13]([C:24](=[O:32])[CH2:25][CH2:26][CH2:27][CH2:28][C:29]([OH:31])=[O:30])[CH2:12][CH2:11]2)[CH:16]2[CH2:17][CH2:18][CH2:19][CH2:20][CH2:21]2)=[N:4][CH:3]=1. Given the reactants [Cl:1][C:2]1[S:6][C:5]([NH:7][C:8](=[O:23])[N:9]([C@H:16]2[CH2:21][CH2:20][C@H:19](C)[CH2:18][CH2:17]2)[CH:10]2[CH2:15][CH2:14][NH:13][CH2:12][CH2:11]2)=[N:4][CH:3]=1.[C:24](O)(=[O:32])[CH2:25][CH2:26][CH2:27][CH2:28][C:29]([OH:31])=[O:30], predict the reaction product.